Dataset: Forward reaction prediction with 1.9M reactions from USPTO patents (1976-2016). Task: Predict the product of the given reaction. (1) Given the reactants C(O)C.C(O)(C)C.[C:8]([OH:17])(=[O:16])[C@@H:9]([C@H:11]([C:13]([OH:15])=[O:14])[OH:12])[OH:10].[CH3:18][C@@H:19]([NH:29][CH2:30][C@H:31]([OH:42])[C:32]1[CH:37]=[CH:36][C:35]([OH:38])=[C:34]([NH:39][CH:40]=[O:41])[CH:33]=1)[CH2:20][C:21]1[CH:26]=[CH:25][C:24]([O:27][CH3:28])=[CH:23][CH:22]=1, predict the reaction product. The product is: [CH3:18][C@@H:19]([NH:29][CH2:30][C@H:31]([OH:42])[C:32]1[CH:37]=[CH:36][C:35]([OH:38])=[C:34]([NH:39][CH:40]=[O:41])[CH:33]=1)[CH2:20][C:21]1[CH:26]=[CH:25][C:24]([O:27][CH3:28])=[CH:23][CH:22]=1.[CH:9]([OH:10])([C:8]([OH:17])=[O:16])[CH:11]([OH:12])[C:13]([OH:15])=[O:14]. (2) The product is: [C:1]1([NH:7][C@@H:8]2[CH2:13][CH2:12][CH2:11][CH2:10][C@@H:9]2[NH2:14])[CH:2]=[CH:3][CH:4]=[CH:5][CH:6]=1. Given the reactants [C:1]1([NH:7][C@@H:8]2[CH2:13][CH2:12][CH2:11][CH2:10][C@@H:9]2[NH:14]C(OC(C)(C)C)=O)[CH:6]=[CH:5][CH:4]=[CH:3][CH:2]=1.FC(F)(F)C(O)=O, predict the reaction product. (3) Given the reactants Br[C:2]1[N:7]=[C:6]([C:8]([OH:10])=[O:9])[CH:5]=[CH:4][CH:3]=1.[F:11][C:12]1[CH:17]=[CH:16][C:15](B(O)O)=[CH:14][CH:13]=1, predict the reaction product. The product is: [F:11][C:12]1[CH:17]=[CH:16][C:15]([C:2]2[N:7]=[C:6]([C:8]([OH:10])=[O:9])[CH:5]=[CH:4][CH:3]=2)=[CH:14][CH:13]=1. (4) Given the reactants [NH2:1][C:2]1[CH:7]=[CH:6][C:5]([C:8]([N:10]2[CH2:15][CH2:14][N:13]([CH2:16][C:17]3[CH:22]=[CH:21][C:20]([C:23]([OH:32])([C:28]([F:31])([F:30])[F:29])[C:24]([F:27])([F:26])[F:25])=[CH:19][CH:18]=3)[CH2:12][CH2:11]2)=O)=[CH:4][C:3]=1[F:33].Cl, predict the reaction product. The product is: [NH2:1][C:2]1[CH:7]=[CH:6][C:5]([CH2:8][N:10]2[CH2:15][CH2:14][N:13]([CH2:16][C:17]3[CH:18]=[CH:19][C:20]([C:23]([OH:32])([C:28]([F:30])([F:31])[F:29])[C:24]([F:25])([F:26])[F:27])=[CH:21][CH:22]=3)[CH2:12][CH2:11]2)=[CH:4][C:3]=1[F:33]. (5) Given the reactants [CH3:1][O:2][C:3]1[CH:21]=[C:20]([O:22][CH3:23])[CH:19]=[CH:18][C:4]=1[CH2:5][NH:6][CH2:7][C:8]1[CH:13]=[CH:12][C:11]([O:14][CH3:15])=[CH:10][C:9]=1[O:16][CH3:17].[Cl:24][C:25]1[CH:26]=[C:27]([S:32](Cl)(=[O:34])=[O:33])[CH:28]=[CH:29][C:30]=1[F:31].C(N(CC)C(C)C)(C)C, predict the reaction product. The product is: [Cl:24][C:25]1[CH:26]=[C:27]([S:32]([N:6]([CH2:7][C:8]2[CH:13]=[CH:12][C:11]([O:14][CH3:15])=[CH:10][C:9]=2[O:16][CH3:17])[CH2:5][C:4]2[CH:18]=[CH:19][C:20]([O:22][CH3:23])=[CH:21][C:3]=2[O:2][CH3:1])(=[O:33])=[O:34])[CH:28]=[CH:29][C:30]=1[F:31]. (6) Given the reactants Cl[C:2]1[N:11]=[C:10]([C:12]2[CH:17]=[C:16]([O:18][CH3:19])[C:15]([O:20][CH3:21])=[C:14]([O:22][CH3:23])[CH:13]=2)[CH:9]=[C:8]2[C:3]=1[CH:4]=[CH:5][CH:6]=[N:7]2.[CH3:24][CH:25]([OH:28])[CH:26]=[CH2:27], predict the reaction product. The product is: [CH3:24][CH:25]([O:28][C:2]1[N:11]=[C:10]([C:12]2[CH:17]=[C:16]([O:18][CH3:19])[C:15]([O:20][CH3:21])=[C:14]([O:22][CH3:23])[CH:13]=2)[CH:9]=[C:8]2[C:3]=1[CH:4]=[CH:5][CH:6]=[N:7]2)[CH:26]=[CH2:27]. (7) Given the reactants C[Si](C)(C)Cl.[NH:6]1[C@@H:14]2[C@@H:9]([CH2:10][CH2:11][CH2:12][CH2:13]2)[CH2:8][C@H:7]1[C:15]([OH:17])=[O:16].Cl.[C:19]([C@@H:24]([NH:28][C@H:29]([C:31](Cl)=[O:32])[CH3:30])[CH2:25][CH2:26][CH3:27])([O:21][CH2:22][CH3:23])=[O:20].[OH-].[Na+], predict the reaction product. The product is: [CH3:27][CH2:26][CH2:25][C@H:24]([NH:28][C@H:29]([C:31]([N:6]1[C@H:7]([C:15]([OH:17])=[O:16])[CH2:8][C@H:9]2[C@@H:14]1[CH2:13][CH2:12][CH2:11][CH2:10]2)=[O:32])[CH3:30])[C:19]([O:21][CH2:22][CH3:23])=[O:20].